This data is from Full USPTO retrosynthesis dataset with 1.9M reactions from patents (1976-2016). The task is: Predict the reactants needed to synthesize the given product. (1) Given the product [OH:12][CH2:6][CH2:7][CH2:8][CH2:9][CH2:2][C:1]([O:5][CH3:13])=[O:4], predict the reactants needed to synthesize it. The reactants are: [C:1]([OH:5])(=[O:4])[CH2:2]O.[CH2:6]([OH:12])[CH2:7][CH2:8][CH2:9]CC.[CH3:13]O. (2) Given the product [CH3:16][Si:15]([CH3:18])([CH3:17])[CH2:14][CH2:13][O:12][C:11]([NH:10][CH:7]([CH2:8][N:23]([C:40]([O:39][C:36]([CH3:38])([CH3:37])[CH3:35])=[O:42])[CH3:22])[CH2:6][CH:4]1[CH2:5][C:2]([F:20])([F:1])[CH2:3]1)=[O:19], predict the reactants needed to synthesize it. The reactants are: [F:1][C:2]1([F:20])[CH2:5][CH:4]([CH2:6][CH:7]([NH:10][C:11](=[O:19])[O:12][CH2:13][CH2:14][Si:15]([CH3:18])([CH3:17])[CH3:16])[CH2:8]O)[CH2:3]1.C[CH2:22][N:23](C(C)C)C(C)C.CS(Cl)(=O)=O.[CH3:35][C:36]([O:39][C:40]([O:42]C(OC(C)(C)C)=O)=O)([CH3:38])[CH3:37]. (3) Given the product [CH2:51]([N:55]([C:56]1[CH:57]=[CH:58][C:59]([CH2:62][CH2:63][C:64]([O:66][CH3:67])=[O:65])=[CH:60][CH:61]=1)[C:42]([C:3]1[C:2]([Cl:1])=[C:6]([CH3:7])[N:5]([C:8]2[CH:13]=[CH:12][C:11]([C:14](=[O:29])[NH:15][S:16]([C:19]3[CH:28]=[CH:27][C:26]4[C:21](=[CH:22][CH:23]=[CH:24][CH:25]=4)[CH:20]=3)(=[O:17])=[O:18])=[CH:10][C:9]=2[C:30]([N:32]2[CH2:41][CH2:40][C:39]3[C:34](=[CH:35][CH:36]=[CH:37][CH:38]=3)[CH2:33]2)=[O:31])[N:4]=1)=[O:44])[CH2:52][CH2:53][CH3:54], predict the reactants needed to synthesize it. The reactants are: [Cl:1][C:2]1[C:3]([C:42]([OH:44])=O)=[N:4][N:5]([C:8]2[CH:13]=[CH:12][C:11]([C:14](=[O:29])[NH:15][S:16]([C:19]3[CH:28]=[CH:27][C:26]4[C:21](=[CH:22][CH:23]=[CH:24][CH:25]=4)[CH:20]=3)(=[O:18])=[O:17])=[CH:10][C:9]=2[C:30]([N:32]2[CH2:41][CH2:40][C:39]3[C:34](=[CH:35][CH:36]=[CH:37][CH:38]=3)[CH2:33]2)=[O:31])[C:6]=1[CH3:7].C(Cl)(=O)C(Cl)=O.[CH2:51]([NH:55][C:56]1[CH:61]=[CH:60][C:59]([CH2:62][CH2:63][C:64]([O:66][CH3:67])=[O:65])=[CH:58][CH:57]=1)[CH2:52][CH2:53][CH3:54].C(N(C(C)C)C(C)C)C. (4) Given the product [Cl:1][C:2]1[C:7]([Cl:8])=[CH:6][CH:5]=[CH:4][C:3]=1[N:9]1[CH2:10][CH2:11][N:12]([CH2:15][CH2:16][CH2:17][O:18][C:19]2[CH:27]=[C:26]3[C:22]([CH2:32][CH2:33][NH:39][C:44]3=[O:46])=[CH:21][CH:20]=2)[CH2:13][CH2:14]1, predict the reactants needed to synthesize it. The reactants are: [Cl:1][C:2]1[C:7]([Cl:8])=[CH:6][CH:5]=[CH:4][C:3]=1[N:9]1[CH2:14][CH2:13][N:12]([CH2:15][CH2:16][CH2:17][O:18][C:19]2[CH:27]=[C:26]3[C:22](C=NN3)=[CH:21][CH:20]=2)[CH2:11][CH2:10]1.[Na+].[I-].Cl.Cl[C:32]1C(Cl)=CC=C[C:33]=1[N:39]1[CH2:44]CNCC1.C([O-])([O-])=[O:46].[K+].[K+]. (5) Given the product [CH2:1]([N:8]1[CH2:13][CH2:12][C:11]([CH2:33][C:32]2[CH:35]=[CH:36][C:29]([O:28][CH3:27])=[CH:30][CH:31]=2)([C:14]([O:16][CH2:17][CH3:18])=[O:15])[CH2:10][CH2:9]1)[C:2]1[CH:3]=[CH:4][CH:5]=[CH:6][CH:7]=1, predict the reactants needed to synthesize it. The reactants are: [CH2:1]([N:8]1[CH2:13][CH2:12][CH:11]([C:14]([O:16][CH2:17][CH3:18])=[O:15])[CH2:10][CH2:9]1)[C:2]1[CH:7]=[CH:6][CH:5]=[CH:4][CH:3]=1.[Li+].CC([N-]C(C)C)C.[CH3:27][O:28][C:29]1[CH:36]=[CH:35][C:32]([CH2:33]Cl)=[CH:31][CH:30]=1. (6) Given the product [F:21][C:22]1[CH:30]=[C:29]2[C:25]([C:26]([C:40]3[CH:41]=[C:42]4[C:46](=[CH:47][CH:48]=3)[N:45]([CH2:49][C:50]([NH2:52])=[O:51])[N:44]=[CH:43]4)=[CH:27][NH:28]2)=[CH:24][CH:23]=1, predict the reactants needed to synthesize it. The reactants are: FC1C=C2C(C(I)=CN2S(C2C=CC=CC=2)(=O)=O)=CC=1.[F:21][C:22]1[CH:30]=[C:29]2[C:25]([C:26]([C:40]3[CH:41]=[C:42]4[C:46](=[CH:47][CH:48]=3)[N:45]([CH2:49][C:50]([NH2:52])=[O:51])[N:44]=[CH:43]4)=[CH:27][N:28]2S(C2C=CC=CC=2)(=O)=O)=[CH:24][CH:23]=1.FC1C=C2C(C(C3C=CC4C(=CN(CC(N)=O)N=4)C=3)=CN2S(C2C=CC=CC=2)(=O)=O)=CC=1. (7) Given the product [C:29]([O:28][C@H:6]1[C@H:7]([N:15]2[CH:23]=[N:22][C:21]3[C:16]2=[N:17][C:18]([N+:25]([O-:27])=[O:26])=[N:19][C:20]=3[NH:49][CH2:41][CH2:42][C:43]2[CH:48]=[CH:47][CH:46]=[CH:45][CH:44]=2)[O:8][C@H:9]([CH2:10][O:11][C:12](=[O:14])[CH3:13])[C@H:5]1[O:4][C:1](=[O:3])[CH3:2])(=[O:31])[CH3:30], predict the reactants needed to synthesize it. The reactants are: [C:1]([O:4][C@@H:5]1[C@@H:9]([CH2:10][O:11][C:12](=[O:14])[CH3:13])[O:8][C@@H:7]([N:15]2[CH:23]=[N:22][C:21]3[C:16]2=[N:17][C:18]([N+:25]([O-:27])=[O:26])=[N:19][C:20]=3Cl)[C@@H:6]1[O:28][C:29](=[O:31])[CH3:30])(=[O:3])[CH3:2].CCN(C(C)C)C(C)C.[CH2:41]([NH2:49])[CH2:42][C:43]1[CH:48]=[CH:47][CH:46]=[CH:45][CH:44]=1. (8) The reactants are: Cl[C:2]1[N:7]=[CH:6][C:5]2[CH2:8][C:9]3([CH2:27][C:4]=2[CH:3]=1)[C:17]1[C:12](=[N:13][CH:14]=[CH:15][CH:16]=1)[N:11](COCC[Si](C)(C)C)[C:10]3=[O:26].[CH2:28]([N:31]1[C@@:36]([C:38]2[CH:43]=[C:42]([F:44])[CH:41]=[C:40]([F:45])[CH:39]=2)([CH3:37])[CH2:35][N:34](C(OC(C)(C)C)=O)[C:33]([CH3:54])([CH3:53])[C:32]1=[O:55])[CH:29]=[CH2:30].C1(CNCC2CCCCC2)CCCCC1.[C:71]([OH:77])([C:73]([F:76])([F:75])[F:74])=[O:72].[OH-].[Na+].C(N)CN. Given the product [C:73]([C:71]([OH:77])=[O:72])([F:76])([F:75])[F:74].[F:45][C:40]1[CH:39]=[C:38]([C@:36]2([CH3:37])[CH2:35][NH:34][C:33]([CH3:54])([CH3:53])[C:32](=[O:55])[N:31]2[CH2:28]/[CH:29]=[CH:30]/[C:2]2[N:7]=[CH:6][C:5]3[CH2:8][C:9]4([CH2:27][C:4]=3[CH:3]=2)[C:17]2[C:12](=[N:13][CH:14]=[CH:15][CH:16]=2)[NH:11][C:10]4=[O:26])[CH:43]=[C:42]([F:44])[CH:41]=1, predict the reactants needed to synthesize it.